This data is from Retrosynthesis with 50K atom-mapped reactions and 10 reaction types from USPTO. The task is: Predict the reactants needed to synthesize the given product. Given the product O=C(NCc1ccccc1C(F)(F)F)C1CCN(c2ncnc(Cl)n2)CC1, predict the reactants needed to synthesize it. The reactants are: Clc1ncnc(Cl)n1.O=C(NCc1ccccc1C(F)(F)F)C1CCNCC1.